From a dataset of Reaction yield outcomes from USPTO patents with 853,638 reactions. Predict the reaction yield, written as a fraction of the theoretical maximum amount of product (1.0 means a 100% yield; for example, 0.34 means a 34% yield). (1) The reactants are Cl[C:2]1[CH:7]=[CH:6][C:5]([C:8]2[C:17]3[C:12](=[CH:13][C:14]([S:18]([NH:21][C:22]4[S:23][CH:24]=[N:25][N:26]=4)(=[O:20])=[O:19])=[CH:15][CH:16]=3)[C:11](=[O:27])[NH:10][N:9]=2)=[C:4]([O:28][CH3:29])[CH:3]=1.[F:30][C:31]1[CH:32]=[C:33](B(O)O)[CH:34]=[CH:35][CH:36]=1.P([O-])([O-])([O-])=O.[K+].[K+].[K+]. The catalyst is C1(P(C2CCCCC2)C2C=CC=CC=2C2C(OC)=CC=CC=2OC)CCCCC1. The product is [F:30][C:31]1[CH:36]=[C:35]([C:2]2[CH:7]=[CH:6][C:5]([C:8]3[C:17]4[C:12](=[CH:13][C:14]([S:18]([NH:21][C:22]5[S:23][CH:24]=[N:25][N:26]=5)(=[O:19])=[O:20])=[CH:15][CH:16]=4)[C:11](=[O:27])[NH:10][N:9]=3)=[C:4]([O:28][CH3:29])[CH:3]=2)[CH:34]=[CH:33][CH:32]=1. The yield is 0.604. (2) The reactants are [CH2:1]([NH:8][C:9]([N:11]1[C@H:16]2[CH2:17][N:18]([CH2:38][C:39]3[CH:44]=[CH:43][CH:42]=[C:41]([F:45])[N:40]=3)[C:19](=[O:37])[C@H:20]([CH2:21][C:22]3[CH:27]=[CH:26][C:25]([O:28]CC4C=CC=CC=4)=[CH:24][C:23]=3[F:36])[N:15]2[C:14](=[O:46])[CH2:13][N:12]1[CH2:47][CH:48]=[CH2:49])=[O:10])[C:2]1[CH:7]=[CH:6][CH:5]=[CH:4][CH:3]=1.C1(SC)C=CC=CC=1. The catalyst is C(O)(C(F)(F)F)=O. The product is [CH2:1]([NH:8][C:9]([N:11]1[C@H:16]2[CH2:17][N:18]([CH2:38][C:39]3[CH:44]=[CH:43][CH:42]=[C:41]([F:45])[N:40]=3)[C:19](=[O:37])[C@H:20]([CH2:21][C:22]3[CH:27]=[CH:26][C:25]([OH:28])=[CH:24][C:23]=3[F:36])[N:15]2[C:14](=[O:46])[CH2:13][N:12]1[CH2:47][CH:48]=[CH2:49])=[O:10])[C:2]1[CH:7]=[CH:6][CH:5]=[CH:4][CH:3]=1. The yield is 1.00. (3) The reactants are II.[CH:3]1([CH2:9][CH2:10][N:11]2[CH2:15][CH2:14][S:13]C2)[CH2:8][CH2:7][CH2:6][CH2:5][CH2:4]1.[OH-].[Na+]. The catalyst is CO. The product is [CH:3]1([CH2:9][CH2:10][NH:11][CH2:15][CH2:14][S:13][S:13][CH2:14][CH2:15][NH:11][CH2:10][CH2:9][CH:3]2[CH2:4][CH2:5][CH2:6][CH2:7][CH2:8]2)[CH2:4][CH2:5][CH2:6][CH2:7][CH2:8]1. The yield is 0.510. (4) The reactants are C1(S([N:10]2[C:14]3=[N:15][CH:16]=[CH:17][CH:18]=[C:13]3[CH:12]=[C:11]2/[C:19](/[C:30]2[CH:35]=[CH:34][C:33]([S:36]([CH3:39])(=[O:38])=[O:37])=[CH:32][CH:31]=2)=[CH:20]\[CH:21]2[CH2:29][CH2:28][C:23]3([O:27][CH2:26][CH2:25][O:24]3)[CH2:22]2)(=O)=O)C=CC=CC=1.[OH-].[Na+]. The catalyst is C(O)C.O1CCCC1.ClCCl. The product is [O:24]1[C:23]2([CH2:28][CH2:29][CH:21](/[CH:20]=[C:19](\[C:11]3[NH:10][C:14]4=[N:15][CH:16]=[CH:17][CH:18]=[C:13]4[CH:12]=3)/[C:30]3[CH:35]=[CH:34][C:33]([S:36]([CH3:39])(=[O:38])=[O:37])=[CH:32][CH:31]=3)[CH2:22]2)[O:27][CH2:26][CH2:25]1. The yield is 0.950.